This data is from Full USPTO retrosynthesis dataset with 1.9M reactions from patents (1976-2016). The task is: Predict the reactants needed to synthesize the given product. (1) Given the product [F:23][C@@H:24]1[C@H:29]([O:30][C:31]2[CH:32]=[CH:33][C:34]([C:2]3[C:10]4[C:5](=[CH:6][CH:7]=[C:8]([NH:11][C:12](=[O:22])[C@H:13]([O:20][CH3:21])[C:14]5[CH:19]=[CH:18][CH:17]=[CH:16][CH:15]=5)[CH:9]=4)[NH:4][N:3]=3)=[CH:35][CH:36]=2)[CH2:28][CH2:27][N:26]([CH3:40])[CH2:25]1, predict the reactants needed to synthesize it. The reactants are: I[C:2]1[C:10]2[C:5](=[CH:6][CH:7]=[C:8]([NH:11][C:12](=[O:22])[C@H:13]([O:20][CH3:21])[C:14]3[CH:19]=[CH:18][CH:17]=[CH:16][CH:15]=3)[CH:9]=2)[NH:4][N:3]=1.[F:23][CH:24]1[CH:29]([O:30][C:31]2[CH:36]=[CH:35][C:34](B(O)O)=[CH:33][CH:32]=2)[CH2:28][CH2:27][N:26]([CH3:40])[CH2:25]1. (2) Given the product [C:13]([O:23][C:24]([C:30]([O:33][C:34]([C:5]([C:4]([C:8]([F:11])([F:10])[F:9])([F:12])[F:3])([O:6][CH2:42][CH3:43])[F:7])([C:36]([F:1])([F:37])[F:38])[F:35])([F:32])[F:31])([C:26]([F:28])([F:27])[F:29])[F:25])([C:16]([C:19]([F:22])([F:21])[F:20])([F:18])[F:17])([F:15])[F:14], predict the reactants needed to synthesize it. The reactants are: [F-:1].[K+].[F:3][C:4]([F:12])([C:8]([F:11])([F:10])[F:9])[C:5]([F:7])=[O:6].[C:13]([O:23][C:24]([C:30]([O:33][C:34](=[C:36]([F:38])[F:37])[F:35])([F:32])[F:31])([C:26]([F:29])([F:28])[F:27])[F:25])([C:16]([C:19]([F:22])([F:21])[F:20])([F:18])[F:17])([F:15])[F:14].C(O[CH:42]=[CH2:43])=C.S(OCC)(OCC)(=O)=O.[OH-].[K+].